This data is from Full USPTO retrosynthesis dataset with 1.9M reactions from patents (1976-2016). The task is: Predict the reactants needed to synthesize the given product. (1) Given the product [NH2:25][C:23](=[O:24])[C@H:22]([NH:21][C:6]1[N:7]=[C:8]([NH:9][C:10]2[S:14][N:13]=[C:12]([C:15]3[CH:20]=[CH:19][CH:18]=[CH:17][CH:16]=3)[CH:11]=2)[C:3]([C:1]([NH2:2])=[O:34])=[N:4][CH:5]=1)[CH2:26][CH3:27], predict the reactants needed to synthesize it. The reactants are: [C:1]([C:3]1[N:4]=[CH:5][C:6]([NH:21][C@H:22]([CH2:26][CH3:27])[C:23]([NH2:25])=[O:24])=[N:7][C:8]=1[NH:9][C:10]1[S:14][N:13]=[C:12]([C:15]2[CH:20]=[CH:19][CH:18]=[CH:17][CH:16]=2)[CH:11]=1)#[N:2].[OH-].[Na+].OO.CC(O)=[O:34]. (2) Given the product [Br:46][C:8]1[N:9]([C:28]2[C:33]([CH3:34])=[CH:32][C:31]([CH:35]3[CH2:37][CH2:36]3)=[CH:30][C:29]=2[Cl:38])[C:10]([S:13][CH2:14][C:15]([NH:17][C:18]2[CH:26]=[CH:25][C:21]([C:22]([OH:24])=[O:23])=[CH:20][C:19]=2[Cl:27])=[O:16])=[N:11][N:12]=1, predict the reactants needed to synthesize it. The reactants are: ClC(Cl)C(O)=O.N[C:8]1[N:9]([C:28]2[C:33]([CH3:34])=[CH:32][C:31]([CH:35]3[CH2:37][CH2:36]3)=[CH:30][C:29]=2[Cl:38])[C:10]([S:13][CH2:14][C:15]([NH:17][C:18]2[CH:26]=[CH:25][C:21]([C:22]([OH:24])=[O:23])=[CH:20][C:19]=2[Cl:27])=[O:16])=[N:11][N:12]=1.N([O-])=O.[Na+].ClCCl.[Br:46]CBr. (3) Given the product [Br:1][C:2]1[C:3]([C:9]([F:10])([F:11])[F:12])=[CH:4][C:5]([NH2:8])=[C:6]([I:13])[CH:7]=1, predict the reactants needed to synthesize it. The reactants are: [Br:1][C:2]1[CH:7]=[CH:6][C:5]([NH2:8])=[CH:4][C:3]=1[C:9]([F:12])([F:11])[F:10].[I:13]Cl. (4) Given the product [Br:37][C:38]1[CH:43]=[CH:42][C:41]([C:44]2[NH:48][C:47]([C@@H:49]3[CH2:53][C:52]([F:54])([F:55])[CH2:51][N:50]3[C:7](=[O:8])[C@@H:6]([NH:5][C:3](=[O:4])[O:2][CH3:1])[CH:10]([CH3:12])[CH3:11])=[N:46][CH:45]=2)=[CH:40][CH:39]=1, predict the reactants needed to synthesize it. The reactants are: [CH3:1][O:2][C:3]([NH:5][C@@H:6]([CH:10]([CH3:12])[CH3:11])[C:7](O)=[O:8])=[O:4].CN(C(ON1N=NC2C=CC=NC1=2)=[N+](C)C)C.F[P-](F)(F)(F)(F)F.[Br:37][C:38]1[CH:43]=[CH:42][C:41]([C:44]2[NH:48][C:47]([C@@H:49]3[CH2:53][C:52]([F:55])([F:54])[CH2:51][NH:50]3)=[N:46][CH:45]=2)=[CH:40][CH:39]=1.CCN(C(C)C)C(C)C. (5) Given the product [CH2:26]([O:25][C:23]([C:22]1[C:21](=[O:28])[NH:17][C:15]2[N:16]=[C:11]([S:10][CH2:9][C:3]3[CH:4]=[CH:5][CH:6]=[C:7]([F:8])[C:2]=3[F:1])[N:12]=[C:13]([NH2:20])[C:14]=2[N:18]=1)=[O:24])[CH3:27], predict the reactants needed to synthesize it. The reactants are: [F:1][C:2]1[C:7]([F:8])=[CH:6][CH:5]=[CH:4][C:3]=1[CH2:9][S:10][C:11]1[N:16]=[C:15]([NH2:17])[C:14]([N:18]=O)=[C:13]([NH2:20])[N:12]=1.[C:21](OCC)(=[O:28])[CH2:22][C:23]([O:25][CH2:26][CH3:27])=[O:24]. (6) Given the product [NH2:1][C:2]1[N:7]=[C:6]([CH:8]2[CH2:10][CH2:9]2)[N:5]=[C:4]([C:11]([O:13][CH2:14][CH3:15])=[O:12])[C:3]=1/[CH:20]=[CH:19]/[Si:18]([CH3:35])([CH3:34])[CH3:17], predict the reactants needed to synthesize it. The reactants are: [NH2:1][C:2]1[N:7]=[C:6]([CH:8]2[CH2:10][CH2:9]2)[N:5]=[C:4]([C:11]([O:13][CH2:14][CH3:15])=[O:12])[C:3]=1Br.[CH3:17][Si:18]([CH3:35])([CH3:34])/[CH:19]=[CH:20]/[Sn](CCCC)(CCCC)CCCC. (7) Given the product [C@@H:15]1([N:28]2[CH:35]=[CH:34][C:32]([NH2:33])=[N:31][C:29]2=[O:30])[S:16][C@H:17]([CH2:18][OH:19])[C@@H:13]([OH:12])[CH2:14]1, predict the reactants needed to synthesize it. The reactants are: N.CO.C([O:12][C@@H:13]1[C@@H:17]([CH2:18][O:19]C(=O)C2C=CC=CC=2)[S:16][C@@H:15]([N:28]2[CH:35]=[CH:34][C:32]([NH2:33])=[N:31][C:29]2=[O:30])[CH2:14]1)(=O)C1C=CC=CC=1.